This data is from Forward reaction prediction with 1.9M reactions from USPTO patents (1976-2016). The task is: Predict the product of the given reaction. (1) The product is: [F:22][C:19]([F:20])([F:21])[C:16]1[N:15]=[CH:14][C:13]([S:10]([NH2:9])(=[O:12])=[O:11])=[CH:18][CH:17]=1. Given the reactants OC[C@@H]1CCCC[C@H]1[NH:9][S:10]([C:13]1[CH:14]=[N:15][C:16]([C:19]([F:22])([F:21])[F:20])=[CH:17][CH:18]=1)(=[O:12])=[O:11].C(=O)([O-])[O-].[Cs+].[Cs+].BrCC1C(F)=CC(C2N=CON=2)=C(F)C=1.ClC1C=CC(S(N(CC2C=CC(C3OC=CN=3)=C(F)C=2F)[C@@H]2CCCC[C@H]2CO)(=O)=O)=CC=1, predict the reaction product. (2) Given the reactants [NH2:1][C:2]1[CH:3]=[CH:4][C:5]([O:11][CH2:12][C:13]2[CH:18]=[CH:17][CH:16]=[CH:15][CH:14]=2)=[C:6]([NH:8][CH:9]=[O:10])[CH:7]=1.N([O-])=O.[Na+].[CH2:23]([O:25][C:26](=[O:32])[CH:27](C)[C:28](C)=O)[CH3:24].[OH-].[K+].[Cl-].[Na+].C(OC(=O)C(=NNC1C=CC(OCC2C=CC=CC=2)=C(NC=O)C=1)C)C.C(OC(=O)C(N=NC1C=CC(OCC2C=CC=CC=2)=C(NC=O)C=1)(C)C(=O)C)C.C(=O)(O)[O-].[Na+], predict the reaction product. The product is: [CH2:23]([O:25][C:26]([C:27]1[NH:1][C:2]2[C:3]([CH:28]=1)=[CH:4][C:5]([O:11][CH2:12][C:13]1[CH:14]=[CH:15][CH:16]=[CH:17][CH:18]=1)=[C:6]([NH:8][CH:9]=[O:10])[CH:7]=2)=[O:32])[CH3:24]. (3) The product is: [Cl:25][C:24]1[CH:23]=[N:22][C:21]2[NH:3][C:4]3[N:5]=[CH:6][CH:7]=[C:8]([CH:9]=3)[CH2:10][CH2:11][C:12]3[CH:13]=[C:14]([NH:18][C:19]=1[N:20]=2)[CH:15]=[CH:16][CH:17]=3. Given the reactants Cl.Cl.[NH2:3][C:4]1[CH:9]=[C:8]([CH2:10][CH2:11][C:12]2[CH:13]=[C:14]([NH:18][C:19]3[C:24]([Cl:25])=[CH:23][N:22]=[C:21](Cl)[N:20]=3)[CH:15]=[CH:16][CH:17]=2)[CH:7]=[CH:6][N:5]=1.C(N(CC)CC)C.CC1(C)C2C=CC=C(P(C3C=CC=CC=3)C3C=CC=CC=3)C=2OC2C1=CC=CC=2P(C1C=CC=CC=1)C1C=CC=CC=1.C(=O)([O-])[O-].[Cs+].[Cs+], predict the reaction product. (4) Given the reactants [F:1][C:2]1[CH:7]=[C:6]([C:8]2[CH:13]=[CH:12][N:11]=[C:10]3[NH:14][C:15]([C:17]4[CH:22]=[CH:21][C:20]([C:23]5[CH2:24][CH2:25][N:26]([CH3:29])[CH2:27][CH:28]=5)=[CH:19][N:18]=4)=[N:16][C:9]=23)[CH:5]=[CH:4][C:3]=1[CH2:30][NH:31][C:32](=O)[O:33]C(C)(C)C.[C:39]([C:43]1[O:47][N:46]=[C:45](C(OCC)=O)[N:44]=1)([CH3:42])([CH3:41])[CH3:40], predict the reaction product. The product is: [C:39]([C:43]1[O:47][N:46]=[C:45]([C:32]([NH:31][CH2:30][C:3]2[CH:4]=[CH:5][C:6]([C:8]3[CH:13]=[CH:12][N:11]=[C:10]4[NH:14][C:15]([C:17]5[CH:22]=[CH:21][C:20]([CH:23]6[CH2:28][CH2:27][N:26]([CH3:29])[CH2:25][CH2:24]6)=[CH:19][N:18]=5)=[N:16][C:9]=34)=[CH:7][C:2]=2[F:1])=[O:33])[N:44]=1)([CH3:42])([CH3:41])[CH3:40].